This data is from Full USPTO retrosynthesis dataset with 1.9M reactions from patents (1976-2016). The task is: Predict the reactants needed to synthesize the given product. (1) Given the product [O:25]=[C:20]1[CH2:19][C:18]2[C:22](=[CH:23][CH:24]=[C:16]([NH:15][C:13]([C:12]3[CH:26]=[CH:27][CH:28]=[CH:29][C:11]=3[NH:10][CH2:9][C:6]3[CH:5]=[CH:4][C:3]([C:1]([NH2:2])=[O:31])=[N:8][CH:7]=3)=[O:14])[CH:17]=2)[NH:21]1, predict the reactants needed to synthesize it. The reactants are: [C:1]([C:3]1[N:8]=[CH:7][C:6]([CH2:9][NH:10][C:11]2[CH:29]=[CH:28][CH:27]=[CH:26][C:12]=2[C:13]([NH:15][C:16]2[CH:17]=[C:18]3[C:22](=[CH:23][CH:24]=2)[NH:21][C:20](=[O:25])[CH2:19]3)=[O:14])=[CH:5][CH:4]=1)#[N:2].C(=O)([O-])[O-:31].[K+].[K+].OO. (2) Given the product [Br:5][CH2:6][C:7]1[CH:8]=[C:9]([CH2:13][CH2:14][OH:15])[CH:10]=[CH:11][CH:12]=1, predict the reactants needed to synthesize it. The reactants are: CSC.B.[Br:5][CH2:6][C:7]1[CH:8]=[C:9]([CH2:13][C:14](O)=[O:15])[CH:10]=[CH:11][CH:12]=1.CO. (3) Given the product [OH:14][CH:12]1[CH2:13][N:10]([C:7]2[N:8]=[CH:9][C:4]([NH:1][C:26]([C:24]3[N:25]=[C:21]([C:15]4[CH:20]=[CH:19][CH:18]=[CH:17][CH:16]=4)[O:22][C:23]=3[C:29]([F:31])([F:32])[F:30])=[O:27])=[CH:5][CH:6]=2)[CH2:11]1, predict the reactants needed to synthesize it. The reactants are: [N+:1]([C:4]1[CH:5]=[CH:6][C:7]([N:10]2[CH2:13][CH:12]([OH:14])[CH2:11]2)=[N:8][CH:9]=1)([O-])=O.[C:15]1([C:21]2[O:22][C:23]([C:29]([F:32])([F:31])[F:30])=[C:24]([C:26](O)=[O:27])[N:25]=2)[CH:20]=[CH:19][CH:18]=[CH:17][CH:16]=1.CCN(CC)CC.F[P-](F)(F)(F)(F)F.N1(O[P+](N(C)C)(N(C)C)N(C)C)C2C=CC=CC=2N=N1. (4) Given the product [NH2:29][C:30]1[N:35]=[C:34]([NH2:36])[C:33]([C:37]#[N:38])=[C:32]([NH:8][C@H:9]([C:12]2[N:21]([C:22]3[CH:26]=[CH:25][NH:24][N:23]=3)[C:20](=[O:27])[C:19]3[C:14](=[CH:15][CH:16]=[CH:17][C:18]=3[Cl:28])[N:13]=2)[CH2:10][CH3:11])[N:31]=1, predict the reactants needed to synthesize it. The reactants are: FC(F)(F)C(O)=O.[NH2:8][C@H:9]([C:12]1[N:21]([C:22]2[CH:26]=[CH:25][NH:24][N:23]=2)[C:20](=[O:27])[C:19]2[C:14](=[CH:15][CH:16]=[CH:17][C:18]=2[Cl:28])[N:13]=1)[CH2:10][CH3:11].[NH2:29][C:30]1[N:35]=[C:34]([NH2:36])[C:33]([C:37]#[N:38])=[C:32](Cl)[N:31]=1.C(N(C(C)C)CC)(C)C. (5) Given the product [CH3:13][C:10]1([C:2]2[O:7][CH:6]=[CH:5][C:4](=[O:9])[CH:3]=2)[CH2:11][CH2:12]1, predict the reactants needed to synthesize it. The reactants are: O[C:2]([C:10]1([CH3:13])[CH2:12][CH2:11]1)=[CH:3][C:4](=[O:9])[CH:5]=[CH:6][O:7]C.C(O)(C(F)(F)F)=O. (6) Given the product [OH:5][CH2:4][CH2:3][O:6][C:9]1[N:8]([CH3:7])[C:13](=[O:14])[C:12]2[C:15]([C:36]3[CH:37]=[CH:38][CH:39]=[CH:40][CH:41]=3)=[C:16]([C:18]3[CH:23]=[CH:22][C:21]([C:24]4([NH:28][C:29](=[O:35])[O:30][C:31]([CH3:32])([CH3:33])[CH3:34])[CH2:27][CH2:26][CH2:25]4)=[CH:20][CH:19]=3)[O:17][C:11]=2[N:10]=1, predict the reactants needed to synthesize it. The reactants are: [H-].[Na+].[CH2:3]([OH:6])[CH2:4][OH:5].[CH3:7][N:8]1[C:13](=[O:14])[C:12]2[C:15]([C:36]3[CH:41]=[CH:40][CH:39]=[CH:38][CH:37]=3)=[C:16]([C:18]3[CH:23]=[CH:22][C:21]([C:24]4([NH:28][C:29](=[O:35])[O:30][C:31]([CH3:34])([CH3:33])[CH3:32])[CH2:27][CH2:26][CH2:25]4)=[CH:20][CH:19]=3)[O:17][C:11]=2[N:10]=[C:9]1S(C)(=O)=O. (7) Given the product [OH:15][C:14]1[N:1]([C:3]2[CH:8]=[C:7]([C:9]#[N:10])[CH:6]=[CH:5][N:4]=2)[N:2]=[C:12]([CH:19]([C:21]2[CH:22]=[CH:23][CH:24]=[CH:25][CH:26]=2)[CH3:20])[CH:13]=1, predict the reactants needed to synthesize it. The reactants are: [NH:1]([C:3]1[CH:8]=[C:7]([C:9]#[N:10])[CH:6]=[CH:5][N:4]=1)[NH2:2].O=[C:12]([CH:19]([C:21]1[CH:26]=[CH:25][CH:24]=[CH:23][CH:22]=1)[CH3:20])[CH2:13][C:14](OCC)=[O:15]. (8) Given the product [CH3:37][C:28]1[CH:33]=[CH:32][C:31]([NH:34][C:35]([NH:25][C:24]2[CH:26]=[CH:27][C:21]([C:9]3[N:8]=[C:7]([N:1]4[CH2:2][CH2:3][O:4][CH2:5][CH2:6]4)[N:12]=[C:11]([N:13]4[CH2:14][CH:15]5[O:20][CH:18]([CH2:17][CH2:16]5)[CH2:19]4)[N:10]=3)=[CH:22][CH:23]=2)=[O:36])=[CH:30][CH:29]=1, predict the reactants needed to synthesize it. The reactants are: [N:1]1([C:7]2[N:12]=[C:11]([N:13]3[CH2:19][CH:18]4[O:20][CH:15]([CH2:16][CH2:17]4)[CH2:14]3)[N:10]=[C:9]([C:21]3[CH:27]=[CH:26][C:24]([NH2:25])=[CH:23][CH:22]=3)[N:8]=2)[CH2:6][CH2:5][O:4][CH2:3][CH2:2]1.[C:28]1([CH3:37])[CH:33]=[CH:32][C:31]([N:34]=[C:35]=[O:36])=[CH:30][CH:29]=1.